From a dataset of Full USPTO retrosynthesis dataset with 1.9M reactions from patents (1976-2016). Predict the reactants needed to synthesize the given product. Given the product [CH2:1]([N:3]1[C:15]2[CH:14]=[CH:13][C:12]([CH:16]=[O:17])=[CH:11][C:10]=2[C:9]2[C:4]1=[CH:5][CH:6]=[C:7]([O:18][CH3:19])[CH:8]=2)[CH3:2], predict the reactants needed to synthesize it. The reactants are: [CH2:1]([N:3]1[C:15]2[CH:14]=[CH:13][C:12]([CH2:16][OH:17])=[CH:11][C:10]=2[C:9]2[C:4]1=[CH:5][CH:6]=[C:7]([O:18][CH3:19])[CH:8]=2)[CH3:2].